Dataset: Forward reaction prediction with 1.9M reactions from USPTO patents (1976-2016). Task: Predict the product of the given reaction. (1) Given the reactants [CH:1]1[C:14]2[N:13]([CH2:15][CH2:16][O:17][C:18]3[CH:23]=[CH:22][C:21]([CH2:24][CH:25]([O:31][CH2:32][CH3:33])[C:26]([O:28]CC)=[O:27])=[CH:20][CH:19]=3)[C:12]3[C:7](=[CH:8][CH:9]=[CH:10][CH:11]=3)[O:6][C:5]=2[CH:4]=[CH:3][CH:2]=1.[CH3:34][OH:35].[OH-:36].[Na+].[OH2:38], predict the reaction product. The product is: [CH:25]([OH:31])([C:26]([OH:28])=[O:27])[CH:24]([OH:38])[C:34]([OH:36])=[O:35].[CH:1]1[C:14]2[N:13]([CH2:15][CH2:16][O:17][C:18]3[CH:19]=[CH:20][C:21]([CH2:24][CH:25]([O:31][CH2:32][CH3:33])[C:26]([OH:28])=[O:27])=[CH:22][CH:23]=3)[C:12]3[C:7](=[CH:8][CH:9]=[CH:10][CH:11]=3)[O:6][C:5]=2[CH:4]=[CH:3][CH:2]=1. (2) Given the reactants [F:1][CH:2]([F:23])[C:3]1[N:8]2[CH:9]=[N:10][C:11](I)=[C:7]2[N:6]=[C:5]([C:13]2[CH:18]=[CH:17][C:16]([C:19]([F:22])([F:21])[F:20])=[CH:15][CH:14]=2)[CH:4]=1.[CH3:24][Si:25]([C:28]#[CH:29])([CH3:27])[CH3:26].C(N(CC)CC)C, predict the reaction product. The product is: [F:1][CH:2]([F:23])[C:3]1[N:8]2[CH:9]=[N:10][C:11]([C:29]#[C:28][Si:25]([CH3:27])([CH3:26])[CH3:24])=[C:7]2[N:6]=[C:5]([C:13]2[CH:18]=[CH:17][C:16]([C:19]([F:22])([F:21])[F:20])=[CH:15][CH:14]=2)[CH:4]=1. (3) Given the reactants [OH:1][C:2]1[CH:3]=[C:4]([CH:6]=[CH:7][CH:8]=1)[NH2:5].F[C:10]1[CH:15]=[CH:14][C:13]([C:16]([F:19])([F:18])[F:17])=[CH:12][CH:11]=1.CC(C)([O-])C.[K+].O, predict the reaction product. The product is: [F:17][C:16]([F:19])([F:18])[C:13]1[CH:14]=[CH:15][C:10]([O:1][C:2]2[CH:3]=[C:4]([CH:6]=[CH:7][CH:8]=2)[NH2:5])=[CH:11][CH:12]=1. (4) Given the reactants Cl[C:2]1[C:11]([CH3:12])=[C:10]([Cl:13])[C:9]2[C:4](=[CH:5][C:6]([F:15])=[CH:7][C:8]=2[F:14])[N:3]=1.[NH2:16][C:17]1[CH:22]=[CH:21][CH:20]=[CH:19][N:18]=1.CC(C1C=C(C(C)C)C(C2C=CC=CC=2P(C2CCCCC2)C2CCCCC2)=C(C(C)C)C=1)C.CC(C)([O-])C.[Na+], predict the reaction product. The product is: [Cl:13][C:10]1[C:9]2[C:4](=[CH:5][C:6]([F:15])=[CH:7][C:8]=2[F:14])[N:3]=[C:2]([NH:16][C:17]2[CH:22]=[CH:21][CH:20]=[CH:19][N:18]=2)[C:11]=1[CH3:12]. (5) Given the reactants [CH3:1][O:2][C:3]1[CH:58]=[C:57]([O:59][CH3:60])[CH:56]=[CH:55][C:4]=1[CH2:5][N:6]([CH2:21][C:22]1[CH:27]=[CH:26][N:25]=[C:24]2[N:28](S(C3C=CC(C)=CC=3)(=O)=O)[C:29]([C:31]3[C:39]4[C:34](=[CH:35][C:36]([O:42][CH3:43])=[C:37]([O:40][CH3:41])[CH:38]=4)[N:33]([CH3:44])[CH:32]=3)=[CH:30][C:23]=12)[S:7]([C:10]1[CH:15]=[CH:14][C:13]([O:16][C:17]([F:20])([F:19])[F:18])=[CH:12][CH:11]=1)(=[O:9])=[O:8].[OH-].[K+], predict the reaction product. The product is: [CH3:1][O:2][C:3]1[CH:58]=[C:57]([O:59][CH3:60])[CH:56]=[CH:55][C:4]=1[CH2:5][N:6]([CH2:21][C:22]1[CH:27]=[CH:26][N:25]=[C:24]2[NH:28][C:29]([C:31]3[C:39]4[C:34](=[CH:35][C:36]([O:42][CH3:43])=[C:37]([O:40][CH3:41])[CH:38]=4)[N:33]([CH3:44])[CH:32]=3)=[CH:30][C:23]=12)[S:7]([C:10]1[CH:15]=[CH:14][C:13]([O:16][C:17]([F:20])([F:18])[F:19])=[CH:12][CH:11]=1)(=[O:8])=[O:9].